From a dataset of Forward reaction prediction with 1.9M reactions from USPTO patents (1976-2016). Predict the product of the given reaction. (1) Given the reactants [C:1]([NH:4][NH2:5])(N)=[NH:2].Cl.[CH:7]1([C:10]2[C:19]3[C:14](=[CH:15][CH:16]=[CH:17][CH:18]=3)[C:13]([N:20]=[C:21]=[S:22])=[CH:12][CH:11]=2)[CH2:9][CH2:8]1.C(N(C(C)C)CC)(C)C, predict the reaction product. The product is: [NH2:2][C:1]1[N:20]([C:13]2[C:14]3[C:19](=[CH:18][CH:17]=[CH:16][CH:15]=3)[C:10]([CH:7]3[CH2:9][CH2:8]3)=[CH:11][CH:12]=2)[C:21]([SH:22])=[N:5][N:4]=1. (2) Given the reactants C[Si](C)(C)[N-][Si](C)(C)C.[Li+].[CH2:11]([CH:18]1[C:23](=[O:24])[N:22]([CH3:25])[C:21](=[CH:26][C:27]2[CH:34]=[CH:33][CH:32]=[CH:31][C:28]=2[C:29]#[N:30])[C:20](=[O:35])[N:19]1[CH3:36])[C:12]1[CH:17]=[CH:16][CH:15]=[CH:14][CH:13]=1.[CH3:37][S:38]S(C)(=O)=O, predict the reaction product. The product is: [CH2:11]([C:18]1([S:38][CH3:37])[C:23](=[O:24])[N:22]([CH3:25])[C:21](=[CH:26][C:27]2[CH:34]=[CH:33][CH:32]=[CH:31][C:28]=2[C:29]#[N:30])[C:20](=[O:35])[N:19]1[CH3:36])[C:12]1[CH:17]=[CH:16][CH:15]=[CH:14][CH:13]=1. (3) Given the reactants [C:1]([N:4]1[C:12]2[C:7](=[CH:8][C:9]([Br:17])=[C:10]([S:13](Cl)(=[O:15])=[O:14])[CH:11]=2)[CH2:6][CH2:5]1)(=[O:3])[CH3:2].[CH2:18]([N:20](CC)CC)C.CN.O, predict the reaction product. The product is: [CH3:18][NH:20][S:13]([C:10]1[CH:11]=[C:12]2[C:7]([CH2:6][CH2:5][N:4]2[C:1](=[O:3])[CH3:2])=[CH:8][C:9]=1[Br:17])(=[O:15])=[O:14]. (4) Given the reactants C(OP([CH2:9][C:10]([O:12][CH2:13][CH3:14])=[O:11])(OCC)=O)C.[H-].[Na+].[Cl:17][C:18]1[CH:36]=[C:35]([Cl:37])[CH:34]=[CH:33][C:19]=1[O:20][C:21]1[N:28]=[C:27]([O:29][CH:30]([CH3:32])[CH3:31])[CH:26]=[CH:25][C:22]=1[CH:23]=O.[Cl-].[NH4+], predict the reaction product. The product is: [Cl:17][C:18]1[CH:36]=[C:35]([Cl:37])[CH:34]=[CH:33][C:19]=1[O:20][C:21]1[C:22](/[CH:23]=[CH:9]/[C:10]([O:12][CH2:13][CH3:14])=[O:11])=[CH:25][CH:26]=[C:27]([O:29][CH:30]([CH3:32])[CH3:31])[N:28]=1. (5) The product is: [CH3:1][O:2][C:3]1[N:8]=[N:7][C:6]([C:9]2[CH:10]=[C:11]([CH:16]=[CH:17][C:18]=2[CH3:19])[C:12]([OH:14])=[O:13])=[CH:5][C:4]=1[N:20]1[CH2:21][CH2:22][O:23][CH2:24][CH2:25]1. Given the reactants [CH3:1][O:2][C:3]1[N:8]=[N:7][C:6]([C:9]2[CH:10]=[C:11]([CH:16]=[CH:17][C:18]=2[CH3:19])[C:12]([O:14]C)=[O:13])=[CH:5][C:4]=1[N:20]1[CH2:25][CH2:24][O:23][CH2:22][CH2:21]1.[OH-].[Li+].Cl, predict the reaction product. (6) Given the reactants [Br:1][C:2]1[CH:3]=[C:4]([OH:9])[C:5]([I:8])=[N:6][CH:7]=1.[CH2:10]([OH:17])[C:11]1[CH:16]=[CH:15][CH:14]=[CH:13][CH:12]=1.C1(P(C2C=CC=CC=2)C2C=CC=CC=2)C=CC=CC=1.N(C(OC(C)C)=O)=NC(OC(C)C)=O, predict the reaction product. The product is: [CH3:11][CH2:10][O:17][C:4]([CH3:5])=[O:9].[CH2:10]([O:9][C:4]1[C:5]([I:8])=[N:6][CH:7]=[C:2]([Br:1])[CH:3]=1)[C:11]1[CH:16]=[CH:15][CH:14]=[CH:13][CH:12]=1. (7) The product is: [CH2:20]([O:19][C:17]([N:27]1[CH2:34][CH2:33][CH2:32][C@H:28]1[C:29](=[O:30])[NH:14][C:13]1[CH:12]=[CH:11][C:10]([O:9][CH2:2][C:3]2[CH:4]=[CH:5][CH:6]=[CH:7][CH:8]=2)=[CH:16][CH:15]=1)=[O:18])[C:21]1[CH:26]=[CH:25][CH:24]=[CH:23][CH:22]=1. Given the reactants Cl.[CH2:2]([O:9][C:10]1[CH:16]=[CH:15][C:13]([NH2:14])=[CH:12][CH:11]=1)[C:3]1[CH:8]=[CH:7][CH:6]=[CH:5][CH:4]=1.[C:17]([N:27]1[CH2:34][CH2:33][CH2:32][C@H:28]1[C:29](O)=[O:30])([O:19][CH2:20][C:21]1[CH:26]=[CH:25][CH:24]=[CH:23][CH:22]=1)=[O:18].C(OC1C=CC(NC(C2C=CC=CN=2)=O)=CC=1)C1C=CC=CC=1, predict the reaction product. (8) The product is: [F:22][C:17]1[CH:16]=[C:15]([CH:20]=[CH:19][C:18]=1[F:21])[CH2:14][N:10]1[CH:11]=[CH:12][CH:13]=[C:8]([C:6]([NH:5][CH:4]([C:24]2[S:25][C:26]([C:29]3[C:37]4[C:32](=[N:33][CH:34]=[CH:35][CH:36]=4)[NH:31][CH:30]=3)=[CH:27][CH:28]=2)[C:3]([OH:47])=[O:2])=[O:7])[C:9]1=[O:23]. Given the reactants C[O:2][C:3](=[O:47])[CH:4]([C:24]1[S:25][C:26]([C:29]2[C:37]3[C:32](=[N:33][CH:34]=[CH:35][CH:36]=3)[N:31](S(C3C=CC=CC=3)(=O)=O)[CH:30]=2)=[CH:27][CH:28]=1)[NH:5][C:6]([C:8]1[C:9](=[O:23])[N:10]([CH2:14][C:15]2[CH:20]=[CH:19][C:18]([F:21])=[C:17]([F:22])[CH:16]=2)[CH:11]=[CH:12][CH:13]=1)=[O:7].C(Cl)Cl.C[O-].[Na+], predict the reaction product. (9) The product is: [CH3:1][O:2][C:3]([C:5]1[CH:6]=[C:7]2[C:19](=[CH:12][CH:13]=1)[N:20]([CH3:23])[CH:21]=[CH:8]2)=[O:4]. Given the reactants [CH3:1][O:2][C:3]([C:5]1[CH:13]=[C:12]2[C:8](C=CN2)=[CH:7][CH:6]=1)=[O:4].CI.[H-].[Na+].Cl.[CH3:19][N:20]([CH3:23])[CH:21]=O, predict the reaction product. (10) Given the reactants [CH:1]1[C:13]2[NH:12][C:11]3[C:6](=[CH:7][CH:8]=[CH:9][CH:10]=3)[C:5]=2[CH:4]=[C:3]([C:14]([OH:16])=[O:15])[N:2]=1.[H-].[Na+].[CH2:19](Br)[C:20]1[CH:25]=[CH:24][CH:23]=[CH:22][CH:21]=1.C([O-])(O)=O.[Na+], predict the reaction product. The product is: [CH2:19]([N:12]1[C:13]2[CH:1]=[N:2][C:3]([C:14]([O:16][CH2:5][C:6]3[CH:11]=[CH:10][CH:9]=[CH:8][CH:7]=3)=[O:15])=[CH:4][C:5]=2[C:6]2[C:11]1=[CH:10][CH:9]=[CH:8][CH:7]=2)[C:20]1[CH:25]=[CH:24][CH:23]=[CH:22][CH:21]=1.